Dataset: Catalyst prediction with 721,799 reactions and 888 catalyst types from USPTO. Task: Predict which catalyst facilitates the given reaction. (1) Reactant: [CH3:1][O:2][C:3](=[O:13])[C:4]1[CH:12]=[CH:11][C:7]([C:8]([OH:10])=O)=[CH:6][CH:5]=1.O=S(Cl)Cl.CN(C=[O:22])C.[NH2:23][C:24]1[CH:25]=[N:26][CH:27]=[CH:28][C:29]=1O. Product: [OH:22][N:23]([C:24]1[CH:25]=[N:26][CH:27]=[CH:28][CH:29]=1)[C:8]([C:7]1[CH:6]=[CH:5][C:4]([C:3]([O:2][CH3:1])=[O:13])=[CH:12][CH:11]=1)=[O:10]. The catalyst class is: 17. (2) Reactant: C[O:2][C:3](=[O:23])[C:4]1[C:9]([C:10](=[O:12])[CH3:11])=[CH:8][C:7]([F:13])=[C:6]([F:14])[C:5]=1[NH:15][C:16]1[CH:21]=[CH:20][CH:19]=[CH:18][C:17]=1[Cl:22].[Li+].[OH-].Cl. Product: [C:10]([C:9]1[C:4]([C:3]([OH:23])=[O:2])=[C:5]([NH:15][C:16]2[CH:21]=[CH:20][CH:19]=[CH:18][C:17]=2[Cl:22])[C:6]([F:14])=[C:7]([F:13])[CH:8]=1)(=[O:12])[CH3:11]. The catalyst class is: 20. (3) Reactant: [C:1]([C:3]1[CH:4]=[C:5]2[C:9](=[CH:10][CH:11]=1)[NH:8][C:7]([C:12]([F:15])([F:14])[F:13])=[C:6]2C(O)=O)#[N:2].O. Product: [F:15][C:12]([F:13])([F:14])[C:7]1[NH:8][C:9]2[C:5]([CH:6]=1)=[CH:4][C:3]([C:1]#[N:2])=[CH:11][CH:10]=2. The catalyst class is: 37. (4) Reactant: Br[C:2]1[S:10][C:9]2[C:8](=[O:11])[N:7]=[CH:6][N:5]([CH2:12][C:13]3[CH:18]=[CH:17][C:16]([Cl:19])=[CH:15][CH:14]=3)[C:4]=2[CH:3]=1.C([O-])([O-])=O.[K+].[K+].O1[CH2:31][CH2:30][O:29][CH2:28][CH2:27]1. Product: [CH2:28]([O:29][C:30]1[CH:31]=[CH:13][C:14]([C:2]2[S:10][C:9]3[C:8](=[O:11])[N:7]=[CH:6][N:5]([CH2:12][C:13]4[CH:18]=[CH:17][C:16]([Cl:19])=[CH:15][CH:14]=4)[C:4]=3[CH:3]=2)=[CH:15][C:16]=1[Cl:19])[C:27]1[CH:8]=[CH:9][CH:4]=[CH:3][CH:2]=1. The catalyst class is: 263. (5) Reactant: C([N:4]1[CH:8]=[CH:7][C:6]([NH:9][C:10]2[N:11]=[C:12]3[CH:17]=[CH:16][C:15]([C:18]4[CH:19]=[N:20][CH:21]=[N:22][CH:23]=4)=[CH:14][N:13]3[C:24]=2[C:25]2[N:30]=[C:29]([CH3:31])[N:28]=[C:27]([NH:32][C:33](=[O:35])[CH3:34])[CH:26]=2)=[N:5]1)(=O)C.C(Cl)Cl.C(=O)([O-])[O-]. Product: [NH:4]1[CH:8]=[CH:7][C:6]([NH:9][C:10]2[N:11]=[C:12]3[CH:17]=[CH:16][C:15]([C:18]4[CH:19]=[N:20][CH:21]=[N:22][CH:23]=4)=[CH:14][N:13]3[C:24]=2[C:25]2[N:30]=[C:29]([CH3:31])[N:28]=[C:27]([NH:32][C:33](=[O:35])[CH3:34])[CH:26]=2)=[N:5]1. The catalyst class is: 5. (6) Reactant: [C:1]([O:5][C:6]([N:8]1[CH2:13][CH2:12][CH:11]([NH2:14])[CH2:10][CH2:9]1)=[O:7])([CH3:4])([CH3:3])[CH3:2].[CH2:15]([O:22][C:23]([N:25]1[CH2:29][CH2:28][CH:27]([C:30](O)=[O:31])[CH2:26]1)=[O:24])[C:16]1[CH:21]=[CH:20][CH:19]=[CH:18][CH:17]=1.Cl.CN(C)CCCN=C=NCC. Product: [C:1]([O:5][C:6]([N:8]1[CH2:13][CH2:12][CH:11]([NH:14][C:30]([CH:27]2[CH2:28][CH2:29][N:25]([C:23]([O:22][CH2:15][C:16]3[CH:21]=[CH:20][CH:19]=[CH:18][CH:17]=3)=[O:24])[CH2:26]2)=[O:31])[CH2:10][CH2:9]1)=[O:7])([CH3:4])([CH3:2])[CH3:3]. The catalyst class is: 112. (7) Reactant: [NH2:1][C:2]1[C:7]([C:8]2[CH:13]=[CH:12][CH:11]=[C:10]([F:14])[CH:9]=2)=[C:6]([C:15](=[O:17])[CH3:16])[CH:5]=[C:4]([Cl:18])[C:3]=1[CH3:19].[CH3:20][S:21](Cl)(=[O:23])=[O:22]. Product: [C:15]([C:6]1[C:7]([C:8]2[CH:13]=[CH:12][CH:11]=[C:10]([F:14])[CH:9]=2)=[C:2]([N:1]([S:21]([CH3:20])(=[O:23])=[O:22])[S:21]([CH3:20])(=[O:23])=[O:22])[C:3]([CH3:19])=[C:4]([Cl:18])[CH:5]=1)(=[O:17])[CH3:16]. The catalyst class is: 172.